Dataset: Reaction yield outcomes from USPTO patents with 853,638 reactions. Task: Predict the reaction yield, written as a fraction of the theoretical maximum amount of product (1.0 means a 100% yield; for example, 0.34 means a 34% yield). (1) The reactants are Cl.[CH3:2][N:3]([CH3:32])[C:4]1([C:25]2[CH:30]=[CH:29][CH:28]=[C:27]([F:31])[CH:26]=2)[CH2:9][CH2:8][C:7](=[CH:10][C:11]([NH:13][CH2:14][CH2:15][C:16]2[C:24]3[C:19](=[CH:20][CH:21]=[CH:22][CH:23]=3)[NH:18][CH:17]=2)=[O:12])[CH2:6][CH2:5]1. The catalyst is [Pd].CO. The product is [CH3:32][N:3]([CH3:2])[C:4]1([C:25]2[CH:30]=[CH:29][CH:28]=[C:27]([F:31])[CH:26]=2)[CH2:9][CH2:8][CH:7]([CH2:10][C:11]([NH:13][CH2:14][CH2:15][C:16]2[C:24]3[C:19](=[CH:20][CH:21]=[CH:22][CH:23]=3)[NH:18][CH:17]=2)=[O:12])[CH2:6][CH2:5]1. The yield is 0.130. (2) The reactants are [C:1](#[N:10])[C:2]1[C:3](=[CH:6][CH:7]=[CH:8][CH:9]=1)[C:4]#[N:5].[NH2:11][OH:12].CC[OH:15]. No catalyst specified. The product is [C:1]1(=[N:10][OH:15])[C:2]2[C:3](=[CH:6][CH:7]=[CH:8][CH:9]=2)[C:4](=[N:11][OH:12])[NH:5]1. The yield is 0.854. (3) The reactants are [CH3:1][C:2]1([CH3:14])[CH2:7][CH2:6][CH:5]([CH2:8][C:9]([O:11]CC)=[O:10])[CH2:4][CH2:3]1.[OH-].[Na+]. The catalyst is CCO. The product is [CH3:1][C:2]1([CH3:14])[CH2:3][CH2:4][CH:5]([CH2:8][C:9]([OH:11])=[O:10])[CH2:6][CH2:7]1. The yield is 0.930. (4) The reactants are [CH3:1][O:2][C:3](=[O:28])[CH2:4][O:5][CH2:6]/[CH:7]=[CH:8]\[CH2:9][N:10]1[C@@H:15](/[CH:16]=[CH:17]/[C:18](=[O:26])[CH2:19][C:20]2[CH:25]=[CH:24][CH:23]=[CH:22][CH:21]=2)[CH2:14][CH2:13][CH2:12][C:11]1=[O:27]. The catalyst is CC#N.C1C=CC(P(C2C=CC=CC=2)C2C=CC=CC=2)=CC=1.C1C=CC(P(C2C=CC=CC=2)C2C=CC=CC=2)=CC=1.C1C=CC(P(C2C=CC=CC=2)C2C=CC=CC=2)=CC=1.C1C=CC(P(C2C=CC=CC=2)C2C=CC=CC=2)=CC=1.C1C=CC(P(C2C=CC=CC=2)C2C=CC=CC=2)=CC=1.C1C=CC(P(C2C=CC=CC=2)C2C=CC=CC=2)=CC=1.[Cu].[Cu].[Cu].[Cu].[Cu].[Cu]. The product is [CH3:1][O:2][C:3](=[O:28])[CH2:4][O:5][CH2:6]/[CH:7]=[CH:8]\[CH2:9][N:10]1[C@@H:15]([CH2:16][CH2:17][C:18](=[O:26])[CH2:19][C:20]2[CH:25]=[CH:24][CH:23]=[CH:22][CH:21]=2)[CH2:14][CH2:13][CH2:12][C:11]1=[O:27]. The yield is 0.790. (5) The reactants are Cl[C:2]1[C:11]2[C:6](=[CH:7][C:8]([O:14][CH2:15][CH:16]3[CH2:21][CH2:20][N:19]([CH3:22])[CH2:18][CH2:17]3)=[C:9]([O:12][CH3:13])[CH:10]=2)[N:5]=[CH:4][N:3]=1.[C:23]([C:25]1[CH:26]=[N:27][C:28]2[C:33]([CH:34]=1)=[CH:32][CH:31]=[C:30]([OH:35])[CH:29]=2)#[N:24].C(=O)([O-])[O-].[K+].[K+]. The catalyst is CN(C=O)C.ClCCl. The product is [C:23]([C:25]1[CH:26]=[N:27][C:28]2[C:33]([CH:34]=1)=[CH:32][CH:31]=[C:30]([O:35][C:2]1[C:11]3[C:6](=[CH:7][C:8]([O:14][CH2:15][CH:16]4[CH2:21][CH2:20][N:19]([CH3:22])[CH2:18][CH2:17]4)=[C:9]([O:12][CH3:13])[CH:10]=3)[N:5]=[CH:4][N:3]=1)[CH:29]=2)#[N:24]. The yield is 0.860.